This data is from Full USPTO retrosynthesis dataset with 1.9M reactions from patents (1976-2016). The task is: Predict the reactants needed to synthesize the given product. (1) Given the product [CH3:3][C:2]([C:35]([OH:37])=[O:36])([C:4]1[CH:9]=[CH:8][C:7]([CH:10]([OH:34])[CH2:11][CH2:12][CH2:13][N:14]2[CH2:15][CH2:16][CH:17]([C:20]([OH:33])([C:21]3[CH:26]=[CH:25][CH:24]=[CH:23][CH:22]=3)[C:27]3[CH:28]=[CH:29][CH:30]=[CH:31][CH:32]=3)[CH2:18][CH2:19]2)=[CH:6][CH:5]=1)[CH3:1], predict the reactants needed to synthesize it. The reactants are: [CH3:1][C:2]([C:35]([OH:37])=[O:36])([C:4]1[CH:5]=[CH:6][C:7]([CH:10]([OH:34])[CH2:11][CH2:12][CH2:13][N:14]2[CH2:19][CH2:18][CH:17]([C:20]([OH:33])([C:27]3[CH:28]=[CH:29][CH:30]=[CH:31][CH:32]=3)[C:21]3[CH:22]=[CH:23][CH:24]=[CH:25][CH:26]=3)[CH2:16][CH2:15]2)=[CH:8][CH:9]=1)[CH3:3].Cl.C(N)CCC. (2) The reactants are: [N+:1]([CH2:4][CH2:5][C:6](Cl)=[O:7])([O-:3])=[O:2].[Cl:9][C:10]1[CH:15]=[CH:14][CH:13]=[CH:12][C:11]=1[Cl:16].[Cl-].[Al+3].[Cl-].[Cl-]. Given the product [Cl:9][C:10]1[CH:15]=[C:14]([C:6](=[O:7])[CH2:5][CH2:4][N+:1]([O-:3])=[O:2])[CH:13]=[CH:12][C:11]=1[Cl:16], predict the reactants needed to synthesize it. (3) Given the product [NH2:17][C:14]1[CH:15]=[CH:16][C:11]([O:10][C:8]2[CH:7]=[CH:6][C:5]([NH:22][S:23]([C:26]3[CH:31]=[CH:30][C:29]([CH3:32])=[CH:28][CH:27]=3)(=[O:25])=[O:24])=[C:4]([CH:9]=2)[C:3]([O:2][CH3:1])=[O:33])=[CH:12][C:13]=1[C:20]([NH2:21])=[O:39], predict the reactants needed to synthesize it. The reactants are: [CH3:1][O:2][C:3](=[O:33])[C:4]1[CH:9]=[C:8]([O:10][C:11]2[CH:16]=[CH:15][C:14]([N+:17]([O-])=O)=[C:13]([C:20]#[N:21])[CH:12]=2)[CH:7]=[CH:6][C:5]=1[NH:22][S:23]([C:26]1[CH:31]=[CH:30][C:29]([CH3:32])=[CH:28][CH:27]=1)(=[O:25])=[O:24].[Cl-].[NH4+].C1C[O:39]CC1.CO. (4) The reactants are: Cl[C:2](=[O:9])[CH2:3][CH2:4][C:5]([O:7][CH3:8])=[O:6].[NH2:10][C:11]1[CH:24]=[CH:23][C:22]2[C:21]3[C:16](=[CH:17][C:18]([NH2:25])=[CH:19][CH:20]=3)[C:15](=[O:26])[C:14](=[O:27])[C:13]=2[CH:12]=1. Given the product [CH3:8][O:7][C:5](=[O:6])[CH2:4][CH2:3][C:2]([NH:10][C:11]1[CH:24]=[CH:23][C:22]2[C:21]3[C:16](=[CH:17][C:18]([NH:25][C:2](=[O:9])[CH2:3][CH2:4][C:5]([O:7][CH3:8])=[O:6])=[CH:19][CH:20]=3)[C:15](=[O:26])[C:14](=[O:27])[C:13]=2[CH:12]=1)=[O:9], predict the reactants needed to synthesize it. (5) Given the product [NH:10]1[CH2:11][CH2:12][CH:7]([CH:5]([CH3:6])[C:4]([O:3][CH2:1][CH3:2])=[O:20])[CH2:8][CH2:9]1, predict the reactants needed to synthesize it. The reactants are: [CH2:1]([O:3][C:4](=[O:20])[CH:5]([CH:7]1[CH2:12][CH2:11][N:10](C(OC(C)(C)C)=O)[CH2:9][CH2:8]1)[CH3:6])[CH3:2].Cl.O1CCOCC1. (6) Given the product [ClH:83].[OH:20][C:21]1[CH:22]=[C:23]2[C:28](=[CH:29][CH:30]=1)[C:27]([O:31][C:32]1[CH:37]=[CH:36][C:35]([O:38][CH2:39][CH2:40][N:41]3[CH2:46][CH2:45][CH2:44][CH2:43][CH2:42]3)=[CH:34][CH:33]=1)=[C:26]([B:1]([OH:6])[OH:2])[CH:25]=[CH:24]2, predict the reactants needed to synthesize it. The reactants are: [B:1]1(B2OCC(C)(C)CO2)[O:6]CC(C)(C)C[O:2]1.C([O:20][C:21]1[CH:30]=[CH:29][C:28]2[C:23](=[CH:24][CH:25]=[C:26](OS(C(F)(F)F)(=O)=O)[C:27]=2[O:31][C:32]2[CH:37]=[CH:36][C:35]([O:38][CH2:39][CH2:40][N:41]3[CH2:46][CH2:45][CH2:44][CH2:43][CH2:42]3)=[CH:34][CH:33]=2)[CH:22]=1)(=O)C.[F-].[Cs+].C1(P(C2CCCCC2)C2CCCCC2)CCCCC1.N(CCO)CCO.[ClH:83]. (7) Given the product [CH2:21]([C@H:20]1[C:14]2=[N:13][CH:12]=[C:11]([N:10]([CH2:40][CH:41]=[CH2:42])[C:9]([O:8][CH2:1][C:2]3[CH:3]=[CH:4][CH:5]=[CH:6][CH:7]=3)=[O:43])[C:16](=[O:47])[N:15]2[C@H:18]([C:24]([OH:48])=[O:25])[CH2:19]1)[CH:22]=[CH2:23], predict the reactants needed to synthesize it. The reactants are: [CH2:1]([O:8][C:9](=[O:43])[N:10]([CH2:40][CH:41]=[CH2:42])[C:11]1[C:16](=O)[N:15]2[C@H:18]([C:24](N(C(OC(C)(C)C)=O)C3C=CC=CC=3)=[O:25])[CH2:19][C@@H:20]([CH2:21][CH:22]=[CH2:23])[C:14]2=[N:13][CH:12]=1)[C:2]1[CH:7]=[CH:6][CH:5]=[CH:4][CH:3]=1.OO.[Li+].[OH-:47].[O-:48]S([O-])=O.[Na+].[Na+]. (8) Given the product [CH2:1]([CH:3]([NH:8][C:9](=[O:39])[C@H:10]([CH:36]([CH3:38])[CH3:37])[NH:11][C:12](=[O:35])[CH2:13][C:14]1[CH:19]=[C:18]([I:40])[CH:17]=[CH:16][C:15]=1[O:33][CH3:34])[C:4](=[O:7])[CH2:5][F:6])[CH3:2], predict the reactants needed to synthesize it. The reactants are: [CH2:1]([CH:3]([NH:8][C:9](=[O:39])[C@H:10]([CH:36]([CH3:38])[CH3:37])[NH:11][C:12](=[O:35])[CH2:13][C:14]1[CH:19]=[C:18]([Sn](CCCC)(CCCC)CCCC)[CH:17]=[CH:16][C:15]=1[O:33][CH3:34])[C:4](=[O:7])[CH2:5][F:6])[CH3:2].[I-:40].[Na+].CC1C=CC(S(NCl)(=O)=O)=CC=1. (9) Given the product [Br:19][C:15]1[CH:14]=[C:13]2[C:18](=[CH:17][CH:16]=1)[NH:10][C:11]([CH2:20][C:21]([OH:40])([CH2:26][C:27]([C:30]1[C:38]3[O:37][CH2:36][CH2:35][C:34]=3[CH:33]=[C:32]([Cl:39])[CH:31]=1)([CH3:29])[CH3:28])[C:22]([F:25])([F:23])[F:24])=[CH:12]2, predict the reactants needed to synthesize it. The reactants are: C1(S([N:10]2[C:18]3[C:13](=[CH:14][C:15]([Br:19])=[CH:16][CH:17]=3)[CH:12]=[C:11]2[CH2:20][C:21]([OH:40])([CH2:26][C:27]([C:30]2[C:38]3[O:37][CH2:36][CH2:35][C:34]=3[CH:33]=[C:32]([Cl:39])[CH:31]=2)([CH3:29])[CH3:28])[C:22]([F:25])([F:24])[F:23])(=O)=O)C=CC=CC=1.